Dataset: Forward reaction prediction with 1.9M reactions from USPTO patents (1976-2016). Task: Predict the product of the given reaction. (1) Given the reactants [NH2:1][C:2]1[C:7]([Br:8])=[CH:6][C:5]([CH3:9])=[CH:4][N:3]=1.C1(C)C=CC=CC=1.[CH3:17][O:18][C:19]1[CH:24]=[C:23]([O:25][CH3:26])[CH:22]=[CH:21][C:20]=1I.CC(C)([O-])C.[Na+], predict the reaction product. The product is: [Br:8][C:7]1[C:2]([NH:1][C:22]2[CH:21]=[CH:20][C:19]([O:18][CH3:17])=[CH:24][C:23]=2[O:25][CH3:26])=[N:3][CH:4]=[C:5]([CH3:9])[CH:6]=1. (2) Given the reactants [BH-](OC(C)=O)(OC(C)=O)OC(C)=O.[Na+].C1COCC1.[CH3:20][C@H:21]1[CH2:26][CH2:25][CH2:24][C@@H:23]([CH3:27])[NH:22]1.[NH2:28][C:29]1[C:30]2[CH:46]=[C:45]([CH:47]=O)[S:44][C:31]=2[N:32]=[C:33]([C:35]2[S:36][C:37]([C:40]([CH3:43])([CH3:42])[CH3:41])=[CH:38][CH:39]=2)[N:34]=1, predict the reaction product. The product is: [C:40]([C:37]1[S:36][C:35]([C:33]2[N:34]=[C:29]([NH2:28])[C:30]3[CH:46]=[C:45]([CH2:47][N:22]4[CH:23]([CH3:27])[CH2:24][CH2:25][CH2:26][CH:21]4[CH3:20])[S:44][C:31]=3[N:32]=2)=[CH:39][CH:38]=1)([CH3:43])([CH3:42])[CH3:41]. (3) Given the reactants CN(C)CC#CC1C=C([C@@H]2[C@@H](C3C=CC=C(F)C=3)OC(=O)N2)C=NC=1.Br[C:27]1[N:32]=[C:31]([C@@H:33]2[C@@H:37]([C:38]3[CH:43]=[CH:42][CH:41]=[CH:40][CH:39]=3)[O:36][C:35](=[O:44])[NH:34]2)[CH:30]=[CH:29][CH:28]=1.[C:45]([CH:47]1[CH2:50][C:49]([F:52])([F:51])[CH2:48]1)#[CH:46], predict the reaction product. The product is: [F:51][C:49]1([F:52])[CH2:50][CH:47]([C:45]#[C:46][C:27]2[N:32]=[C:31]([C@@H:33]3[C@@H:37]([C:38]4[CH:43]=[CH:42][CH:41]=[CH:40][CH:39]=4)[O:36][C:35](=[O:44])[NH:34]3)[CH:30]=[CH:29][CH:28]=2)[CH2:48]1. (4) Given the reactants [CH:1]1([CH2:7][N:8]2[C:12]([CH2:13][CH2:14][N:15]3[CH2:20][CH2:19][N:18]([C:21]4[CH:26]=[CH:25][CH:24]=[C:23]([N+:27]([O-:29])=[O:28])[CH:22]=4)[CH2:17][CH2:16]3)=[N:11][NH:10][C:9]2=[O:30])[CH2:6][CH2:5][CH2:4][CH2:3][CH2:2]1.[H-].[Na+].[CH3:33]I, predict the reaction product. The product is: [CH:1]1([CH2:7][N:8]2[C:12]([CH2:13][CH2:14][N:15]3[CH2:16][CH2:17][N:18]([C:21]4[CH:26]=[CH:25][CH:24]=[C:23]([N+:27]([O-:29])=[O:28])[CH:22]=4)[CH2:19][CH2:20]3)=[N:11][N:10]([CH3:33])[C:9]2=[O:30])[CH2:6][CH2:5][CH2:4][CH2:3][CH2:2]1. (5) Given the reactants [CH:1]1([S:4]([NH:7][C:8]2[CH:9]=[C:10]([CH:15]=[CH:16][C:17]=2[F:18])[C:11]([O:13]C)=[O:12])(=[O:6])=[O:5])[CH2:3][CH2:2]1.[Li+].[OH-].Cl, predict the reaction product. The product is: [CH:1]1([S:4]([NH:7][C:8]2[CH:9]=[C:10]([CH:15]=[CH:16][C:17]=2[F:18])[C:11]([OH:13])=[O:12])(=[O:5])=[O:6])[CH2:2][CH2:3]1. (6) Given the reactants [Cl:1][C:2]1[N:7]=[C:6]([Cl:8])[CH:5]=[C:4](Cl)[N:3]=1.[CH2:10]([Mg]Br)[CH:11]([CH3:13])[CH3:12], predict the reaction product. The product is: [Cl:1][C:2]1[N:7]=[C:6]([Cl:8])[CH:5]=[C:4]([CH2:10][CH:11]([CH3:13])[CH3:12])[N:3]=1. (7) The product is: [NH2:1][C:2]1[CH:7]=[CH:6][C:5]([S:8]([N:11]([CH2:12][CH2:13][O:14][CH2:15][CH2:16][OH:17])[CH3:20])(=[O:10])=[O:9])=[CH:4][CH:3]=1. Given the reactants [NH2:1][C:2]1[CH:7]=[CH:6][C:5]([S:8]([NH:11][CH2:12][CH2:13][O:14][CH2:15][CH2:16][OH:17])(=[O:10])=[O:9])=[CH:4][CH:3]=1.[H-].[Na+].[CH3:20]I.[Na+].[Cl-], predict the reaction product.